Dataset: NCI-60 drug combinations with 297,098 pairs across 59 cell lines. Task: Regression. Given two drug SMILES strings and cell line genomic features, predict the synergy score measuring deviation from expected non-interaction effect. (1) Synergy scores: CSS=-2.88, Synergy_ZIP=-1.64, Synergy_Bliss=-5.71, Synergy_Loewe=-4.63, Synergy_HSA=-5.28. Cell line: UACC-257. Drug 1: COC1=C2C(=CC3=C1OC=C3)C=CC(=O)O2. Drug 2: COCCOC1=C(C=C2C(=C1)C(=NC=N2)NC3=CC=CC(=C3)C#C)OCCOC.Cl. (2) Drug 1: CC1=C(C(CCC1)(C)C)C=CC(=CC=CC(=CC(=O)O)C)C. Drug 2: N.N.Cl[Pt+2]Cl. Cell line: HCT-15. Synergy scores: CSS=39.2, Synergy_ZIP=-4.93, Synergy_Bliss=-3.47, Synergy_Loewe=-1.53, Synergy_HSA=-1.04. (3) Drug 1: C1CCC(C1)C(CC#N)N2C=C(C=N2)C3=C4C=CNC4=NC=N3. Drug 2: CCC1=C2CN3C(=CC4=C(C3=O)COC(=O)C4(CC)O)C2=NC5=C1C=C(C=C5)O. Cell line: TK-10. Synergy scores: CSS=16.4, Synergy_ZIP=-6.31, Synergy_Bliss=-0.554, Synergy_Loewe=-10.1, Synergy_HSA=-0.301. (4) Drug 1: CC1OCC2C(O1)C(C(C(O2)OC3C4COC(=O)C4C(C5=CC6=C(C=C35)OCO6)C7=CC(=C(C(=C7)OC)O)OC)O)O. Drug 2: C(CC(=O)O)C(=O)CN.Cl. Cell line: DU-145. Synergy scores: CSS=23.4, Synergy_ZIP=-6.73, Synergy_Bliss=-8.93, Synergy_Loewe=-20.9, Synergy_HSA=-7.40. (5) Drug 1: C1=CN(C(=O)N=C1N)C2C(C(C(O2)CO)O)O.Cl. Drug 2: C1CN1C2=NC(=NC(=N2)N3CC3)N4CC4. Cell line: HS 578T. Synergy scores: CSS=15.9, Synergy_ZIP=-10.3, Synergy_Bliss=-9.53, Synergy_Loewe=-4.14, Synergy_HSA=-2.21.